This data is from Reaction yield outcomes from USPTO patents with 853,638 reactions. The task is: Predict the reaction yield, written as a fraction of the theoretical maximum amount of product (1.0 means a 100% yield; for example, 0.34 means a 34% yield). (1) The reactants are [O:1]1[C:10]2[C:5](=[N:6][CH:7]=[CH:8][CH:9]=2)[O:4][CH2:3][CH2:2]1.ClC1C=CC=C(C(OO)=[O:19])C=1. The catalyst is ClCCl. The product is [O:1]1[C:10]2[C:5](=[N+:6]([O-:19])[CH:7]=[CH:8][CH:9]=2)[O:4][CH2:3][CH2:2]1. The yield is 0.840. (2) The reactants are [F:1][C:2]1[CH:7]=[C:6]([O:8][C:9]2[CH:14]=[CH:13][CH:12]=[CH:11][CH:10]=2)[CH:5]=[CH:4][C:3]=1[C:15]1[C:23]2[C:22]([NH2:24])=[N:21][CH:20]=[N:19][C:18]=2[N:17]([CH2:25][CH:26]2[CH2:30][CH2:29][CH2:28][NH:27]2)[CH:16]=1.[C:31]([C:33](=[CH:37][CH:38]1[CH2:40][CH2:39]1)[C:34](O)=[O:35])#[N:32].CCN(C(C)C)C(C)C.CN(C(ON1N=NC2C=CC=NC1=2)=[N+](C)C)C.F[P-](F)(F)(F)(F)F. The catalyst is C(Cl)Cl. The product is [NH2:24][C:22]1[C:23]2[C:15]([C:3]3[CH:4]=[CH:5][C:6]([O:8][C:9]4[CH:10]=[CH:11][CH:12]=[CH:13][CH:14]=4)=[CH:7][C:2]=3[F:1])=[CH:16][N:17]([CH2:25][CH:26]3[CH2:30][CH2:29][CH2:28][N:27]3[C:34]([C:33](=[CH:37][CH:38]3[CH2:40][CH2:39]3)[C:31]#[N:32])=[O:35])[C:18]=2[N:19]=[CH:20][N:21]=1. The yield is 0.540. (3) The reactants are Br[C:2]1[CH:7]=[CH:6][CH:5]=[CH:4][CH:3]=1.[C:8]1([C:14]2[CH:20]=[CH:19][C:18]([C:21]3[CH:26]=[CH:25][CH:24]=[CH:23][CH:22]=3)=[CH:17][C:15]=2[NH2:16])[CH:13]=[CH:12][CH:11]=[CH:10][CH:9]=1.C1(P(C2C=CC=CC=2)C2C=CC3C(=CC=CC=3)C=2C2C3C(=CC=CC=3)C=CC=2P(C2C=CC=CC=2)C2C=CC=CC=2)C=CC=CC=1.CC(C)([O-])C.[Na+]. The catalyst is C([O-])(=O)C.[Pd+2].C([O-])(=O)C.C1C=CC(P(C2C(C3C(P(C4C=CC=CC=4)C4C=CC=CC=4)=CC=C4C=3C=CC=C4)=C3C(C=CC=C3)=CC=2)C2C=CC=CC=2)=CC=1.O.C1(C)C=CC=CC=1. The product is [C:2]1([NH:16][C:15]2[CH:17]=[C:18]([C:21]3[CH:26]=[CH:25][CH:24]=[CH:23][CH:22]=3)[CH:19]=[CH:20][C:14]=2[C:8]2[CH:9]=[CH:10][CH:11]=[CH:12][CH:13]=2)[CH:7]=[CH:6][CH:5]=[CH:4][CH:3]=1. The yield is 0.850. (4) The catalyst is O1CCOCC1.C([O-])(=O)C.[Pd+2].C([O-])(=O)C. The reactants are Cl[C:2]1[N:7]=[C:6]([C:8]([F:11])([F:10])[F:9])[CH:5]=[CH:4][N:3]=1.[NH2:12][C:13]1[CH:14]=[C:15]([C:19]2[S:23][C:22]([C:24]([CH:27]3[CH2:32][CH2:31][N:30]([C:33]([O:35][C:36]([CH3:39])([CH3:38])[CH3:37])=[O:34])[CH2:29][CH2:28]3)([OH:26])[CH3:25])=[N:21][CH:20]=2)[CH:16]=[CH:17][CH:18]=1.C([O-])([O-])=O.[Cs+].[Cs+].CC1(C)C2C(=C(P(C3C=CC=CC=3)C3C=CC=CC=3)C=CC=2)OC2C(P(C3C=CC=CC=3)C3C=CC=CC=3)=CC=CC1=2. The yield is 0.660. The product is [OH:26][C:24]([CH:27]1[CH2:32][CH2:31][N:30]([C:33]([O:35][C:36]([CH3:39])([CH3:38])[CH3:37])=[O:34])[CH2:29][CH2:28]1)([C:22]1[S:23][C:19]([C:15]2[CH:16]=[CH:17][CH:18]=[C:13]([NH:12][C:2]3[N:7]=[C:6]([C:8]([F:11])([F:10])[F:9])[CH:5]=[CH:4][N:3]=3)[CH:14]=2)=[CH:20][N:21]=1)[CH3:25]. (5) The reactants are [C:1](=[O:12])([S:9][CH2:10][CH3:11])[O:2][O:3][CH:4](Cl)[CH2:5][CH2:6][CH3:7].[CH:13]1([C:18]([OH:20])=[O:19])[CH2:17][CH2:16][CH2:15][CH2:14]1. No catalyst specified. The product is [C:1](=[O:12])([S:9][CH2:10][CH3:11])[O:2][O:3][CH:4]([O:20][C:18]([CH:13]1[CH2:17][CH2:16][CH2:15][CH2:14]1)=[O:19])[CH2:5][CH2:6][CH3:7]. The yield is 0.860. (6) The reactants are C(N(S(F)(F)[F:7])CC)C.[Cl:10][C:11]1[N:16]=[C:15]([C:17](O)([CH3:19])[CH3:18])[C:14]([F:21])=[CH:13][N:12]=1. The product is [Cl:10][C:11]1[N:16]=[C:15]([C:17]([F:7])([CH3:19])[CH3:18])[C:14]([F:21])=[CH:13][N:12]=1. The yield is 0.870. The catalyst is ClCCl. (7) The reactants are [O:1]1[C:5]2[C:6]3[C:7](=[CH:13][CH2:14][NH2:15])[CH2:8][CH2:9][C:10]=3[CH:11]=[CH:12][C:4]=2[N:3]=[CH:2]1.C(N(CC)CC)C.[C:23](O[C:23](=[O:26])[CH2:24][CH3:25])(=[O:26])[CH2:24][CH3:25].C(=O)([O-])O.[Na+]. The catalyst is O1CCCC1. The product is [O:1]1[C:5]2[C:6]3[C:7](=[CH:13][CH2:14][NH:15][C:23](=[O:26])[CH2:24][CH3:25])[CH2:8][CH2:9][C:10]=3[CH:11]=[CH:12][C:4]=2[N:3]=[CH:2]1. The yield is 0.890. (8) The reactants are [C:1](=[NH:25])([O:3][CH2:4][CH2:5][C:6]1[CH:11]=[CH:10][C:9]([O:12][C:13]2[CH:18]=[CH:17][C:16]([Cl:19])=[C:15]([O:20][C:21]([F:24])([F:23])[F:22])[CH:14]=2)=[CH:8][CH:7]=1)[NH2:2].[OH:26]/[CH:27]=[C:28](/[CH2:33][C:34]1[CH:35]=[N:36][C:37]([O:40][CH3:41])=[N:38][CH:39]=1)\[C:29](OC)=O.C([O-])([O-])=O.[Cs+].[Cs+]. The catalyst is O1CCOCC1. The product is [Cl:19][C:16]1[CH:17]=[CH:18][C:13]([O:12][C:9]2[CH:8]=[CH:7][C:6]([CH2:5][CH2:4][O:3][C:1]3[NH:2][CH:29]=[C:28]([CH2:33][C:34]4[CH:35]=[N:36][C:37]([O:40][CH3:41])=[N:38][CH:39]=4)[C:27](=[O:26])[N:25]=3)=[CH:11][CH:10]=2)=[CH:14][C:15]=1[O:20][C:21]([F:24])([F:22])[F:23]. The yield is 0.158. (9) The reactants are [NH2:1][C:2]1[N:7]=[CH:6][N:5]=[C:4]2[N:8]([CH2:19][C:20]3[O:21][C:22]4[C:27]([C:28](=[O:37])[C:29]=3[C:30]3[CH:35]=[CH:34][CH:33]=[C:32]([F:36])[CH:31]=3)=[CH:26][CH:25]=[CH:24][CH:23]=4)[N:9]=[C:10]([C:11]3[CH:16]=[CH:15][CH:14]=[C:13]([O:17]C)[CH:12]=3)[C:3]=12. The catalyst is ClCCl.B(Br)(Br)Br. The product is [NH2:1][C:2]1[N:7]=[CH:6][N:5]=[C:4]2[N:8]([CH2:19][C:20]3[O:21][C:22]4[C:27]([C:28](=[O:37])[C:29]=3[C:30]3[CH:35]=[CH:34][CH:33]=[C:32]([F:36])[CH:31]=3)=[CH:26][CH:25]=[CH:24][CH:23]=4)[N:9]=[C:10]([C:11]3[CH:16]=[CH:15][CH:14]=[C:13]([OH:17])[CH:12]=3)[C:3]=12. The yield is 0.360.